Predict which catalyst facilitates the given reaction. From a dataset of Catalyst prediction with 721,799 reactions and 888 catalyst types from USPTO. (1) Reactant: [F:1][C:2]1[CH:7]=[CH:6][CH:5]=[C:4]([F:8])[C:3]=1[C:9]1[S:10][C:11]([NH:38]C(=O)OC(C)(C)C)=[C:12]([C:14](=[O:37])[NH:15][C:16]2[CH:17]=[N:18][N:19]([CH3:36])[C:20]=2[CH:21]2[CH2:27][CH2:26][CH:25]([NH:28]C(=O)C(F)(F)F)[CH:24]([F:35])[CH2:23][CH2:22]2)[N:13]=1.Cl.O1CCOCC1.C([O-])([O-])=O.[K+].[K+]. Product: [NH2:38][C:11]1[S:10][C:9]([C:3]2[C:2]([F:1])=[CH:7][CH:6]=[CH:5][C:4]=2[F:8])=[N:13][C:12]=1[C:14]([NH:15][C:16]1[CH:17]=[N:18][N:19]([CH3:36])[C:20]=1[CH:21]1[CH2:22][CH2:23][C@@H:24]([F:35])[C@H:25]([NH2:28])[CH2:26][CH2:27]1)=[O:37]. The catalyst class is: 5. (2) Reactant: [Br:1][C:2]1[N:7]=[CH:6][C:5]([CH2:8]O)=[CH:4][CH:3]=1.C1(P(C2C=CC=CC=2)C2C=CC=CC=2)C=CC=CC=1.[Br:29]N1C(=O)CCC1=O. Product: [Br:1][C:2]1[CH:3]=[CH:4][C:5]([CH2:8][Br:29])=[CH:6][N:7]=1. The catalyst class is: 2. (3) Reactant: [NH:1]1[C:9]2[C:4](=[CH:5][CH:6]=[CH:7][CH:8]=2)[C:3]([CH2:10][CH2:11][C:12]([OH:14])=[O:13])=[CH:2]1.[C:15]([O-])([O-])=O.[K+].[K+].IC.O. Product: [NH:1]1[C:9]2[C:4](=[CH:5][CH:6]=[CH:7][CH:8]=2)[C:3]([CH2:10][CH2:11][C:12]([O:14][CH3:15])=[O:13])=[CH:2]1. The catalyst class is: 23. (4) The catalyst class is: 1. Product: [CH:27]([O:30][C:31]1[CH:32]=[CH:33][C:16]([C:15]2[N:3]=[C:4]([OH:14])[C:5]3[C:6]([CH:13]=2)=[CH:7][C:8]([O:11][CH3:12])=[CH:9][CH:10]=3)=[N:35][CH:36]=1)([CH3:29])[CH3:28]. Reactant: C([N:3]([CH2:15][CH3:16])[C:4](=[O:14])[C:5]1[CH:10]=[CH:9][C:8]([O:11][CH3:12])=[CH:7][C:6]=1[CH3:13])C.C([Li])(C)(C)C.CCCCC.[CH:27]([O:30][C:31]1[CH:32]=[CH:33]C(C#N)=[N:35][CH:36]=1)([CH3:29])[CH3:28]. (5) Reactant: [CH3:1][N:2]1[CH2:33][CH2:32][CH2:31][C@@:3]1([CH3:34])[C:4]([NH:6][C@H:7]([C:11]([N:13]([C@@H:15]([C@@H:27]([CH3:30])[CH2:28][CH3:29])[C@H:16]([O:25][CH3:26])[CH2:17][C:18]([O:20]C(C)(C)C)=[O:19])[CH3:14])=[O:12])[CH:8]([CH3:10])[CH3:9])=[O:5].FC(F)(F)C(O)=O. Product: [CH3:1][N:2]1[CH2:33][CH2:32][CH2:31][C@@:3]1([CH3:34])[C:4]([NH:6][C@H:7]([C:11]([N:13]([C@@H:15]([C@@H:27]([CH3:30])[CH2:28][CH3:29])[C@H:16]([O:25][CH3:26])[CH2:17][C:18]([OH:20])=[O:19])[CH3:14])=[O:12])[CH:8]([CH3:10])[CH3:9])=[O:5]. The catalyst class is: 4.